The task is: Regression/Classification. Given a drug SMILES string, predict its absorption, distribution, metabolism, or excretion properties. Task type varies by dataset: regression for continuous measurements (e.g., permeability, clearance, half-life) or binary classification for categorical outcomes (e.g., BBB penetration, CYP inhibition). Dataset: cyp1a2_veith.. This data is from CYP1A2 inhibition data for predicting drug metabolism from PubChem BioAssay. (1) The result is 0 (non-inhibitor). The molecule is COc1ccc(-c2nc3cnc(N4CCOCC4)nc3n(Cc3cccc(OC)c3)c2=O)cc1. (2) The drug is Cc1nc(-c2cccnc2)sc1C(=O)Nc1ccc(F)cc1F. The result is 1 (inhibitor). (3) The molecule is C#C[C@@]1(O)CC[C@@H]2[C@@H]3CCC4=CC(=O)CC[C@@H]4[C@H]3CC[C@]21CC. The result is 0 (non-inhibitor). (4) The molecule is CC(C)(N)CO[C@H]1C[C@H]2CC[C@@]1(C)C2(C)C. The result is 0 (non-inhibitor).